From a dataset of Full USPTO retrosynthesis dataset with 1.9M reactions from patents (1976-2016). Predict the reactants needed to synthesize the given product. (1) Given the product [CH:1]1([C:4]2[CH:5]=[C:6]3[C:10](=[CH:11][CH:12]=2)[NH:9][N:8]=[CH:7]3)[CH2:3][CH2:2]1, predict the reactants needed to synthesize it. The reactants are: [CH:1]1([C:4]2[CH:5]=[C:6]3[C:10](=[CH:11][CH:12]=2)[N:9](COCC[Si](C)(C)C)[N:8]=[CH:7]3)[CH2:3][CH2:2]1.C(N)CN. (2) Given the product [Cl:1][C:2]1[C:3]2[N:4]([CH:12]=[C:13]([C:15]([NH:44][S:41]([C:40]3[C:36]([Cl:35])=[N:37][N:38]([CH2:45][CH3:46])[CH:39]=3)(=[O:43])=[O:42])=[O:17])[N:14]=2)[CH:5]=[C:6]([C:8]([F:9])([F:10])[F:11])[CH:7]=1, predict the reactants needed to synthesize it. The reactants are: [Cl:1][C:2]1[C:3]2[N:4]([CH:12]=[C:13]([C:15]([OH:17])=O)[N:14]=2)[CH:5]=[C:6]([C:8]([F:11])([F:10])[F:9])[CH:7]=1.C(O)(C)(C)C.Cl.CN(C)CCCN=C=NCC.[Cl:35][C:36]1[C:40]([S:41]([NH2:44])(=[O:43])=[O:42])=[CH:39][N:38]([CH2:45][CH3:46])[N:37]=1. (3) Given the product [CH3:22][O:23][C:24](=[O:32])[C:25]1[CH:30]=[CH:29][CH:28]=[C:27]([NH:31][C:17](=[O:18])[CH2:16][O:15][C:14]2[CH:13]=[CH:12][C:11]([C:1]34[CH2:10][CH:5]5[CH2:4][CH:3]([CH2:9][CH:7]([CH2:6]5)[CH2:8]3)[CH2:2]4)=[CH:21][CH:20]=2)[CH:26]=1, predict the reactants needed to synthesize it. The reactants are: [C:1]12([C:11]3[CH:21]=[CH:20][C:14]([O:15][CH2:16][C:17](O)=[O:18])=[CH:13][CH:12]=3)[CH2:10][CH:5]3[CH2:6][CH:7]([CH2:9][CH:3]([CH2:4]3)[CH2:2]1)[CH2:8]2.[CH3:22][O:23][C:24](=[O:32])[C:25]1[CH:30]=[CH:29][CH:28]=[C:27]([NH2:31])[CH:26]=1.Cl.CN(C)CCCN=C=NCC.O.ON1C2C=CC=CC=2N=N1.C(N(CC)C(C)C)(C)C. (4) Given the product [CH2:4]([N:6]([CH2:32][CH3:33])[CH2:7][CH2:8][S:9][C:10]1[CH:15]=[CH:14][C:13](/[CH:16]=[CH:17]/[C:18]([NH:35][OH:34])=[O:19])=[CH:12][C:11]=1[NH:22][CH2:23][CH2:24][CH2:25][C:26]1[CH:31]=[CH:30][CH:29]=[CH:28][CH:27]=1)[CH3:5], predict the reactants needed to synthesize it. The reactants are: C[O-].[Na+].[CH2:4]([N:6]([CH2:32][CH3:33])[CH2:7][CH2:8][S:9][C:10]1[CH:15]=[CH:14][C:13](/[CH:16]=[CH:17]/[C:18](OC)=[O:19])=[CH:12][C:11]=1[NH:22][CH2:23][CH2:24][CH2:25][C:26]1[CH:31]=[CH:30][CH:29]=[CH:28][CH:27]=1)[CH3:5].[OH:34][NH:35]Cl.Cl.CO. (5) The reactants are: [CH:1]1([C:6]([C:8]2[CH:13]=[CH:12][C:11]([C:14]([F:17])([F:16])[F:15])=[CH:10][CH:9]=2)=O)[CH2:5][CH2:4][CH2:3][CH2:2]1.[CH2:18]([C:29]1[N:33]=[C:32]([C:34]2[CH:41]=[CH:40][C:37]([CH2:38][NH2:39])=[CH:36][CH:35]=2)[O:31][N:30]=1)[CH2:19][CH2:20][CH2:21][CH2:22][CH2:23][CH2:24][CH2:25][CH2:26][CH2:27][CH3:28]. Given the product [CH:1]1([CH:6]([C:8]2[CH:13]=[CH:12][C:11]([C:14]([F:17])([F:16])[F:15])=[CH:10][CH:9]=2)[NH:39][CH2:38][C:37]2[CH:36]=[CH:35][C:34]([C:32]3[O:31][N:30]=[C:29]([CH2:18][CH2:19][CH2:20][CH2:21][CH2:22][CH2:23][CH2:24][CH2:25][CH2:26][CH2:27][CH3:28])[N:33]=3)=[CH:41][CH:40]=2)[CH2:5][CH2:4][CH2:3][CH2:2]1, predict the reactants needed to synthesize it. (6) Given the product [Cl:1][C:2]1[C:3]([C:17]2[C:25]3[C:20](=[CH:21][CH:22]=[CH:23][CH:24]=3)[N:19]([S:26]([C:29]3[CH:30]=[CH:31][CH:32]=[CH:33][CH:34]=3)(=[O:28])=[O:27])[CH:18]=2)=[N:4][C:5]([NH:8][C:9]23[CH2:15][C:13]([NH:16][C:47]([C:46]4[CH:45]=[CH:44][C:43]([NH:42][C:40](=[O:41])[O:39][C:35]([CH3:37])([CH3:36])[CH3:38])=[CH:51][CH:50]=4)=[O:48])([CH2:14]2)[CH2:12][CH2:11][CH2:10]3)=[N:6][CH:7]=1, predict the reactants needed to synthesize it. The reactants are: [Cl:1][C:2]1[C:3]([C:17]2[C:25]3[C:20](=[CH:21][CH:22]=[CH:23][CH:24]=3)[N:19]([S:26]([C:29]3[CH:34]=[CH:33][CH:32]=[CH:31][CH:30]=3)(=[O:28])=[O:27])[CH:18]=2)=[N:4][C:5]([NH:8][C:9]23[CH2:15][C:13]([NH2:16])([CH2:14]2)[CH2:12][CH2:11][CH2:10]3)=[N:6][CH:7]=1.[C:35]([O:39][C:40]([NH:42][C:43]1[CH:51]=[CH:50][C:46]([C:47](O)=[O:48])=[CH:45][CH:44]=1)=[O:41])([CH3:38])([CH3:37])[CH3:36].CN(C(ON1N=NC2C=CC=CC1=2)=[N+](C)C)C.F[P-](F)(F)(F)(F)F.CCN(C(C)C)C(C)C.